Dataset: Catalyst prediction with 721,799 reactions and 888 catalyst types from USPTO. Task: Predict which catalyst facilitates the given reaction. (1) Reactant: Cl([O-])(=O)(=O)=O.[Li+].[O:7]1[C:9]([CH3:11])([CH3:10])[CH2:8]1.[NH:12]1[CH2:15][CH:14]([C:16]2[CH:17]=[CH:18][C:19]3[O:28][CH2:27][CH2:26][C:25]4[S:24][C:23]([C:29]5[N:30]([CH:34]([CH3:36])[CH3:35])[N:31]=[CH:32][N:33]=5)=[N:22][C:21]=4[C:20]=3[CH:37]=2)[CH2:13]1. Product: [CH:34]([N:30]1[C:29]([C:23]2[S:24][C:25]3[CH2:26][CH2:27][O:28][C:19]4[CH:18]=[CH:17][C:16]([CH:14]5[CH2:13][N:12]([CH2:8][C:9]([CH3:11])([OH:7])[CH3:10])[CH2:15]5)=[CH:37][C:20]=4[C:21]=3[N:22]=2)=[N:33][CH:32]=[N:31]1)([CH3:36])[CH3:35]. The catalyst class is: 1. (2) Reactant: [N+:1]([O-:4])(O)=[O:2].[CH3:5][O:6][C:7]1[CH:8]=[CH:9][C:10]2[CH:16]([CH3:17])[CH2:15][N:14]([C:18](=[O:23])[C:19]([F:22])([F:21])[F:20])[CH2:13][CH2:12][C:11]=2[N:24]=1.O.C([O-])([O-])=O.[K+].[K+]. Product: [CH3:5][O:6][C:7]1[C:8]([N+:1]([O-:4])=[O:2])=[CH:9][C:10]2[CH:16]([CH3:17])[CH2:15][N:14]([C:18](=[O:23])[C:19]([F:22])([F:20])[F:21])[CH2:13][CH2:12][C:11]=2[N:24]=1. The catalyst class is: 82. (3) Reactant: Cl.Cl.[CH3:3][C@H:4]1[C:12]2[C:11]([N:13]3[CH2:18][CH2:17][NH:16][CH2:15][CH2:14]3)=[N:10][CH:9]=[N:8][C:7]=2[C@@H:6]([OH:19])[CH2:5]1.[C:20]([O:24][C:25]([N:27]([CH2:40][CH:41]1[CH2:43][CH2:42]1)[CH2:28][C@H:29]([C:33]1[CH:38]=[CH:37][C:36]([Cl:39])=[CH:35][CH:34]=1)[C:30](O)=[O:31])=[O:26])([CH3:23])([CH3:22])[CH3:21].C(N(C(C)C)CC)(C)C.CN(C(ON1N=NC2C=CC=CC1=2)=[N+](C)C)C.F[P-](F)(F)(F)(F)F. Product: [Cl:39][C:36]1[CH:37]=[CH:38][C:33]([C@H:29]([C:30]([N:16]2[CH2:15][CH2:14][N:13]([C:11]3[C:12]4[C@H:4]([CH3:3])[CH2:5][C@H:6]([OH:19])[C:7]=4[N:8]=[CH:9][N:10]=3)[CH2:18][CH2:17]2)=[O:31])[CH2:28][N:27]([CH2:40][CH:41]2[CH2:42][CH2:43]2)[C:25](=[O:26])[O:24][C:20]([CH3:23])([CH3:21])[CH3:22])=[CH:34][CH:35]=1. The catalyst class is: 2. (4) Reactant: [Cl:1][C:2]1[CH:12]=[CH:11][C:5]2[NH:6][C:7](=[O:10])[CH2:8][O:9][C:4]=2[CH:3]=1.C([O-])([O-])=O.[Cs+].[Cs+].[Cl:19][CH2:20][CH2:21][CH2:22]I. Product: [Cl:1][C:2]1[CH:12]=[CH:11][C:5]2[N:6]([CH2:22][CH2:21][CH2:20][Cl:19])[C:7](=[O:10])[CH2:8][O:9][C:4]=2[CH:3]=1. The catalyst class is: 243. (5) Reactant: [H-].[Al+3].[Li+].[H-].[H-].[H-].[S:7]1[CH:11]=[CH:10][C:9]2[CH:12]=[CH:13][CH:14]=[C:15]([C:16](OC)=[O:17])[C:8]1=2.Cl. Product: [S:7]1[CH:11]=[CH:10][C:9]2[CH:12]=[CH:13][CH:14]=[C:15]([CH2:16][OH:17])[C:8]1=2. The catalyst class is: 7. (6) Reactant: [Cl:1][C:2]1[C:9]([CH3:10])=[C:8](I)[CH:7]=[CH:6][C:3]=1[C:4]#[N:5].C([Mg]Cl)(C)C.C1C[O:20][CH2:19]C1.CN(C=O)C.Cl. Product: [Cl:1][C:2]1[C:9]([CH3:10])=[C:8]([CH:19]=[O:20])[CH:7]=[CH:6][C:3]=1[C:4]#[N:5]. The catalyst class is: 1. (7) Reactant: [CH3:1][N:2]1[C:10]2[C:5](=[CH:6][CH:7]=[CH:8][CH:9]=2)[C:4]([CH2:11][NH:12][C:13]2[CH:18]=[CH:17][CH:16]=[CH:15][C:14]=2[NH2:19])=[CH:3]1.[C:20](=S)=[S:21]. Product: [CH3:1][N:2]1[C:10]2[C:5](=[CH:6][CH:7]=[CH:8][CH:9]=2)[C:4]([CH2:11][N:12]2[C:13]3[CH:18]=[CH:17][CH:16]=[CH:15][C:14]=3[N:19]=[C:20]2[SH:21])=[CH:3]1. The catalyst class is: 17. (8) Reactant: [C:1]1([C:11]2[CH:16]=[CH:15][CH:14]=[C:13]([CH3:17])[C:12]=2[C:18]2[CH:19]=[C:20]3[C:25](=[CH:26][CH:27]=2)[N:24]=[C:23]([NH2:28])[C:22]([N:29]2[CH2:34][CH2:33][O:32][CH2:31][CH2:30]2)=[CH:21]3)[C:10]2[C:5](=[CH:6][CH:7]=[CH:8][CH:9]=2)[CH2:4][CH2:3][N:2]=1.[BH4-].[Na+].Cl. Product: [CH3:17][C:13]1[CH:14]=[CH:15][CH:16]=[C:11]([CH:1]2[C:10]3[C:5](=[CH:6][CH:7]=[CH:8][CH:9]=3)[CH2:4][CH2:3][NH:2]2)[C:12]=1[C:18]1[CH:19]=[C:20]2[C:25](=[CH:26][CH:27]=1)[N:24]=[C:23]([NH2:28])[C:22]([N:29]1[CH2:34][CH2:33][O:32][CH2:31][CH2:30]1)=[CH:21]2. The catalyst class is: 5. (9) Reactant: [Cl:1][C:2]1[CH:7]=[C:6]([C:8]#[C:9][C:10]2[N:11]=[C:12]([CH3:15])[NH:13][CH:14]=2)[CH:5]=[CH:4][N:3]=1.C(=O)([O-])[O-].[K+].[K+].Cl[C:23]1[N:28]=[C:27]([C:29]([F:32])([F:31])[F:30])[CH:26]=[CH:25][N:24]=1. Product: [Cl:1][C:2]1[CH:7]=[C:6]([C:8]#[C:9][C:10]2[N:11]=[C:12]([CH3:15])[N:13]([C:23]3[N:28]=[C:27]([C:29]([F:32])([F:31])[F:30])[CH:26]=[CH:25][N:24]=3)[CH:14]=2)[CH:5]=[CH:4][N:3]=1. The catalyst class is: 9. (10) Reactant: Cl[C:2]1[C:12]2[CH:11]=[C:10]([C:13]([O:15][CH3:16])=[O:14])[CH2:9][CH2:8][NH:7][C:6]=2[N:5]=[CH:4][N:3]=1.[Cl:17][C:18]1[CH:19]=[C:20]([CH:22]=[CH:23][C:24]=1[O:25][C:26]1[CH:31]=[CH:30][CH:29]=[C:28]([S:32]([CH2:35][C:36]([CH3:39])([CH3:38])[CH3:37])(=[O:34])=[O:33])[CH:27]=1)[NH2:21].[Cl-].[NH+]1C=CC=CC=1. Product: [Cl:17][C:18]1[CH:19]=[C:20]([NH:21][C:2]2[C:12]3[CH:11]=[C:10]([C:13]([O:15][CH3:16])=[O:14])[CH2:9][CH2:8][NH:7][C:6]=3[N:5]=[CH:4][N:3]=2)[CH:22]=[CH:23][C:24]=1[O:25][C:26]1[CH:31]=[CH:30][CH:29]=[C:28]([S:32]([CH2:35][C:36]([CH3:38])([CH3:37])[CH3:39])(=[O:33])=[O:34])[CH:27]=1. The catalyst class is: 60.